Dataset: Catalyst prediction with 721,799 reactions and 888 catalyst types from USPTO. Task: Predict which catalyst facilitates the given reaction. Reactant: [CH3:1][O:2][C:3]1[CH:4]=[C:5]([C:11]([CH3:19])([CH3:18])[CH:12]([OH:17])[CH2:13][N+:14]([O-:16])=[O:15])[CH:6]=[CH:7][C:8]=1[O:9][CH3:10].C1C=C[NH+]=CC=1.[O-][Cr](Cl)(=O)=O. Product: [CH3:1][O:2][C:3]1[CH:4]=[C:5]([C:11]([CH3:19])([CH3:18])[C:12](=[O:17])[CH2:13][N+:14]([O-:16])=[O:15])[CH:6]=[CH:7][C:8]=1[O:9][CH3:10]. The catalyst class is: 158.